Task: Predict the reactants needed to synthesize the given product.. Dataset: Full USPTO retrosynthesis dataset with 1.9M reactions from patents (1976-2016) (1) Given the product [CH2:1]([O:8][C:9]([N:11]1[CH2:17][CH2:16][CH:15]([NH:18][C:19]([C:21]2[CH:26]=[CH:25][CH:24]=[CH:23][N:22]=2)=[O:20])[C:14](=[O:27])[CH2:13][CH2:12]1)=[O:10])[C:2]1[CH:7]=[CH:6][CH:5]=[CH:4][CH:3]=1, predict the reactants needed to synthesize it. The reactants are: [CH2:1]([O:8][C:9]([N:11]1[CH2:17][CH2:16][CH:15]([NH:18][C:19]([C:21]2[CH:26]=[CH:25][CH:24]=[CH:23][N:22]=2)=[O:20])[CH:14]([OH:27])[CH2:13][CH2:12]1)=[O:10])[C:2]1[CH:7]=[CH:6][CH:5]=[CH:4][CH:3]=1.CC(OI1(OC(C)=O)(OC(C)=O)OC(=O)C2C=CC=CC1=2)=O.C([O-])(O)=O.[Na+]. (2) Given the product [CH2:8]([O:7][C:3](=[O:10])[CH2:20][C:18]([C:15]1[CH:16]=[CH:17][C:12]([CH3:11])=[C:13]([Br:21])[CH:14]=1)=[O:19])[CH3:9], predict the reactants needed to synthesize it. The reactants are: [H-].[Na+].[C:3](=[O:10])([O:7][CH2:8][CH3:9])OCC.[CH3:11][C:12]1[CH:17]=[CH:16][C:15]([C:18]([CH3:20])=[O:19])=[CH:14][C:13]=1[Br:21].CCOC(C)=O. (3) Given the product [C:13]([C:12]1[CH:15]=[CH:16][C:9]([C:6]2[CH:7]=[CH:8][N:4]([CH2:3][CH2:2][NH:1][C:31]([C:29]3[CH:30]=[C:26]([C:22]4[CH:21]=[N:20][CH:25]=[CH:24][CH:23]=4)[NH:27][N:28]=3)=[O:32])[N:5]=2)=[CH:10][C:11]=1[N+:17]([O-:19])=[O:18])#[N:14], predict the reactants needed to synthesize it. The reactants are: [NH2:1][CH2:2][CH2:3][N:4]1[CH:8]=[CH:7][C:6]([C:9]2[CH:16]=[CH:15][C:12]([C:13]#[N:14])=[C:11]([N+:17]([O-:19])=[O:18])[CH:10]=2)=[N:5]1.[N:20]1[CH:25]=[CH:24][CH:23]=[C:22]([C:26]2[CH:30]=[C:29]([C:31](O)=[O:32])[NH:28][N:27]=2)[CH:21]=1. (4) Given the product [O:16]=[C:6]1[C:7]2[C:12](=[CH:11][CH:10]=[C:9]([NH:13][C:54]([C:53]3[S:52][C:51]([C:57]4[CH:58]=[CH:59][CH:60]=[CH:61][CH:62]=4)=[N:50][C:49]=3[CH3:48])=[O:55])[CH:8]=2)[N:4]([CH2:1][CH2:2][CH3:3])[NH:5]1, predict the reactants needed to synthesize it. The reactants are: [CH2:1]([N:4]1[C:12]2[C:7](=[CH:8][C:9]([N+:13]([O-])=O)=[CH:10][CH:11]=2)[C:6](=[O:16])[NH:5]1)[CH:2]=[CH2:3].O=C1C2C(=CC=C(NC(C3N=C(C4C=CC=CC=4)OC=3C(F)(F)F)=O)C=2)N(CCC)N1.[CH3:48][C:49]1[N:50]=[C:51]([C:57]2[CH:62]=[CH:61][CH:60]=[CH:59][CH:58]=2)[S:52][C:53]=1[C:54](O)=[O:55].F[P-](F)(F)(F)(F)F.N1(O[P+](N(C)C)(N(C)C)N(C)C)C2C=CC=CC=2N=N1.C(N(CC)CC)C.C(N(C(C)C)CC)(C)C. (5) Given the product [Br:65][C:66]1[CH:67]=[CH:68][C:69]([F:72])=[C:70]([C@@:79]([OH:80])([CH3:81])[CH2:1][OH:4])[CH:71]=1, predict the reactants needed to synthesize it. The reactants are: [C:1]([O-:4])([O-])=O.[K+].[K+].CC[C@H]1[C@H]2C[C@H]([C@H](OC3C4C(=CC=CC=4)C(O[C@H](C4C=CN=C5C=4C=C(OC)C=C5)[C@@H]4N5C[C@H](CC)[C@@H](CC5)C4)=NN=3)C3C=CN=C4C=3C=C(OC)C=C4)N(CC2)C1.[Br:65][C:66]1[CH:71]=[CH:70][C:69]([F:72])=[C:68](C(C)=C)[CH:67]=1.CCO[C:79]([CH3:81])=[O:80]. (6) Given the product [Cl:11][C:12]1[CH:13]=[CH:14][C:15]([CH2:18][C:19]([C:30]2[CH:29]=[CH:24][C:23]([Cl:22])=[CH:32][C:31]=2[Cl:33])=[O:21])=[CH:16][CH:17]=1, predict the reactants needed to synthesize it. The reactants are: [Na].C[Si](C)(C)N[Si](C)(C)C.[Cl:11][C:12]1[CH:17]=[CH:16][C:15]([CH2:18][C:19]([OH:21])=O)=[CH:14][CH:13]=1.[Cl:22][C:23]1[CH:32]=[C:31]([Cl:33])[CH:30]=[CH:29][C:24]=1C(OC)=O. (7) Given the product [Cl:19][C:16]1[CH:15]=[CH:14][C:13]([C@@H:11]([N:7]2[CH2:6][CH2:5][C:4]([CH2:1][CH2:2][CH2:3][OH:27])([CH:20]([CH3:22])[CH3:21])[O:9][C:8]2=[O:10])[CH3:12])=[CH:18][CH:17]=1, predict the reactants needed to synthesize it. The reactants are: [CH2:1]([C:4]1([CH:20]([CH3:22])[CH3:21])[O:9][C:8](=[O:10])[N:7]([C@H:11]([C:13]2[CH:18]=[CH:17][C:16]([Cl:19])=[CH:15][CH:14]=2)[CH3:12])[CH2:6][CH2:5]1)[CH:2]=[CH2:3].B.C1C[O:27]CC1.[OH-].[Na+].OO.Cl. (8) Given the product [C:1]([NH:11][CH2:12][CH2:13][CH2:14][CH2:15][C:16]1[CH:21]=[CH:20][C:19]([O:22][CH2:28][CH2:27][O:26][CH3:25])=[CH:18][CH:17]=1)([O:3][CH2:4][C:5]1[CH:6]=[CH:7][CH:8]=[CH:9][CH:10]=1)=[O:2], predict the reactants needed to synthesize it. The reactants are: [C:1]([NH:11][CH2:12][CH2:13][CH2:14][CH2:15][C:16]1[CH:21]=[CH:20][C:19]([OH:22])=[CH:18][CH:17]=1)([O:3][CH2:4][C:5]1[CH:10]=[CH:9][CH:8]=[CH:7][CH:6]=1)=[O:2].[H-].[Na+].[CH3:25][O:26][CH2:27][CH2:28]Br. (9) The reactants are: Cl[C:2]1[C:7]([C:8]2[N:13]=[CH:12][N:11]=[C:10]([NH:14][CH3:15])[N:9]=2)=[CH:6][CH:5]=[CH:4][N:3]=1.[F:16][C:17]1[CH:25]=[CH:24][C:23]([OH:26])=[CH:22][C:18]=1[C:19]([OH:21])=[O:20].C([O-])([O-])=O.[Cs+].[Cs+].CS(C)=O. Given the product [F:16][C:17]1[CH:25]=[CH:24][C:23]([O:26][C:2]2[C:7]([C:8]3[N:9]=[C:10]([NH:14][CH3:15])[N:11]=[CH:12][N:13]=3)=[CH:6][CH:5]=[CH:4][N:3]=2)=[CH:22][C:18]=1[C:19]([OH:21])=[O:20], predict the reactants needed to synthesize it.